This data is from NCI-60 drug combinations with 297,098 pairs across 59 cell lines. The task is: Regression. Given two drug SMILES strings and cell line genomic features, predict the synergy score measuring deviation from expected non-interaction effect. (1) Drug 1: CC1=C(C(=CC=C1)Cl)NC(=O)C2=CN=C(S2)NC3=CC(=NC(=N3)C)N4CCN(CC4)CCO. Drug 2: C1=NC2=C(N1)C(=S)N=CN2. Cell line: UACC-257. Synergy scores: CSS=16.7, Synergy_ZIP=-2.16, Synergy_Bliss=5.92, Synergy_Loewe=-0.911, Synergy_HSA=0.00222. (2) Drug 1: CCCS(=O)(=O)NC1=C(C(=C(C=C1)F)C(=O)C2=CNC3=C2C=C(C=N3)C4=CC=C(C=C4)Cl)F. Drug 2: C1CC(C1)(C(=O)O)C(=O)O.[NH2-].[NH2-].[Pt+2]. Cell line: SR. Synergy scores: CSS=76.6, Synergy_ZIP=2.77, Synergy_Bliss=4.32, Synergy_Loewe=2.94, Synergy_HSA=6.44. (3) Drug 1: CCC1(CC2CC(C3=C(CCN(C2)C1)C4=CC=CC=C4N3)(C5=C(C=C6C(=C5)C78CCN9C7C(C=CC9)(C(C(C8N6C=O)(C(=O)OC)O)OC(=O)C)CC)OC)C(=O)OC)O.OS(=O)(=O)O. Drug 2: CC1C(C(CC(O1)OC2CC(OC(C2O)C)OC3=CC4=CC5=C(C(=O)C(C(C5)C(C(=O)C(C(C)O)O)OC)OC6CC(C(C(O6)C)O)OC7CC(C(C(O7)C)O)OC8CC(C(C(O8)C)O)(C)O)C(=C4C(=C3C)O)O)O)O. Cell line: COLO 205. Synergy scores: CSS=43.9, Synergy_ZIP=1.21, Synergy_Bliss=-3.48, Synergy_Loewe=-6.54, Synergy_HSA=-6.61. (4) Drug 1: CC1=CC2C(CCC3(C2CCC3(C(=O)C)OC(=O)C)C)C4(C1=CC(=O)CC4)C. Drug 2: CN1C2=C(C=C(C=C2)N(CCCl)CCCl)N=C1CCCC(=O)O.Cl. Cell line: SNB-19. Synergy scores: CSS=-6.85, Synergy_ZIP=1.92, Synergy_Bliss=-3.82, Synergy_Loewe=-14.3, Synergy_HSA=-11.7.